Dataset: Reaction yield outcomes from USPTO patents with 853,638 reactions. Task: Predict the reaction yield, written as a fraction of the theoretical maximum amount of product (1.0 means a 100% yield; for example, 0.34 means a 34% yield). (1) The reactants are [ClH:1].[C:2](=[NH:6])([NH2:5])[CH2:3][CH3:4].[F:7][C:8]1[CH:13]=[CH:12][C:11]([F:14])=[CH:10][C:9]=1[C:15]1[S:19][C:18](CCC#N)([C:20]2[CH:25]=[CH:24][CH:23]=[CH:22][CH:21]=2)[N:17]([C:30](=[O:35])[C@@H:31]([O:33][CH3:34])[CH3:32])[N:16]=1.Cl.N. The catalyst is C(O)C. The product is [ClH:1].[F:7][C:8]1[CH:13]=[CH:12][C:11]([F:14])=[CH:10][C:9]=1[C:15]1[S:19][C:18]([CH2:4][CH2:3][C:2](=[NH:5])[NH2:6])([C:20]2[CH:25]=[CH:24][CH:23]=[CH:22][CH:21]=2)[N:17]([C:30](=[O:35])[C@@H:31]([O:33][CH3:34])[CH3:32])[N:16]=1. The yield is 0.150. (2) The yield is 0.820. The catalyst is CCO.O. The product is [NH2:35][C:3]1[C:18]([C:20]2[CH:21]=[CH:22][C:23]([C:26]3([C:29]([F:32])([F:31])[F:30])[N:28]=[N:27]3)=[CH:24][CH:25]=2)([OH:19])[C:7]2[C:6](=[CH:11][CH:10]=[C:9]([C:12]#[C:13][Si:14]([CH3:15])([CH3:16])[CH3:17])[CH:8]=2)[N:5]=1. The reactants are ClC(Cl)[C:3]([NH:5][C:6]1[CH:11]=[CH:10][C:9]([C:12]#[C:13][Si:14]([CH3:17])([CH3:16])[CH3:15])=[CH:8][C:7]=1[C:18]([C:20]1[CH:25]=[CH:24][C:23]([C:26]2([C:29]([F:32])([F:31])[F:30])[N:28]=[N:27]2)=[CH:22][CH:21]=1)=[O:19])=O.[C-]#[N:35].[K+].